Dataset: Catalyst prediction with 721,799 reactions and 888 catalyst types from USPTO. Task: Predict which catalyst facilitates the given reaction. (1) Reactant: [Br:1][CH2:2][CH2:3][N:4]1[C:8]([CH2:9]O)=[CH:7][C:6]([N+:11]([O-:13])=[O:12])=[N:5]1.P(Br)(Br)[Br:15].C(=O)(O)[O-].[Na+]. Product: [Br:1][CH2:2][CH2:3][N:4]1[C:8]([CH2:9][Br:15])=[CH:7][C:6]([N+:11]([O-:13])=[O:12])=[N:5]1. The catalyst class is: 22. (2) Reactant: [O:1]1[C:6]2[CH:7]=[CH:8][CH:9]=[CH:10][C:5]=2[O:4][CH2:3][C@@H:2]1[C:11](Cl)=[O:12].[CH3:14][O:15][C:16](=[O:29])[C:17]1[CH:22]=[CH:21][CH:20]=[C:19]([CH:23]2[CH2:28][CH2:27][CH2:26][NH:25][CH2:24]2)[CH:18]=1.C(N(CC)CC)C. Product: [CH3:14][O:15][C:16](=[O:29])[C:17]1[CH:22]=[CH:21][CH:20]=[C:19]([C@H:23]2[CH2:28][CH2:27][CH2:26][N:25]([C:11]([C@@H:2]3[O:1][C:6]4[CH:7]=[CH:8][CH:9]=[CH:10][C:5]=4[O:4][CH2:3]3)=[O:12])[CH2:24]2)[CH:18]=1. The catalyst class is: 2.